From a dataset of Catalyst prediction with 721,799 reactions and 888 catalyst types from USPTO. Predict which catalyst facilitates the given reaction. (1) Reactant: [I:1]Cl.[O:3]1[C:7]2[CH:8]=[CH:9][C:10]([NH:12][C:13](=[O:15])[CH3:14])=[CH:11][C:6]=2[O:5][CH2:4]1. Product: [I:1][C:9]1[C:10]([NH:12][C:13](=[O:15])[CH3:14])=[CH:11][C:6]2[O:5][CH2:4][O:3][C:7]=2[CH:8]=1. The catalyst class is: 322. (2) Reactant: [Cl:1][C:2]1[CH:7]=[CH:6][C:5]([CH:8]([NH:30][C:31]2[CH:32]=[CH:33][C:34]3[O:38][N:37]=[C:36]([CH3:39])[C:35]=3[CH:40]=2)[C:9]2[C:10]([C:27]([OH:29])=O)=[N:11][N:12]([C:17]3[C:18]([O:25][CH3:26])=[N:19][C:20]([O:23][CH3:24])=[N:21][CH:22]=3)[C:13]=2[CH:14]([CH3:16])[CH3:15])=[CH:4][CH:3]=1. Product: [Cl:1][C:2]1[CH:3]=[CH:4][C:5]([CH:8]2[C:9]3[C:10](=[N:11][N:12]([C:17]4[C:18]([O:25][CH3:26])=[N:19][C:20]([O:23][CH3:24])=[N:21][CH:22]=4)[C:13]=3[CH:14]([CH3:15])[CH3:16])[C:27](=[O:29])[N:30]2[C:31]2[CH:32]=[CH:33][C:34]3[O:38][N:37]=[C:36]([CH3:39])[C:35]=3[CH:40]=2)=[CH:6][CH:7]=1. The catalyst class is: 25. (3) Reactant: [O:1]=[C:2]1[CH2:7][O:6][C:5]2[N:8]=[C:9]([C:18]3[CH:23]=[CH:22][C:21]([C:24]4([NH:28][C:29](=[O:35])[O:30][C:31]([CH3:34])([CH3:33])[CH3:32])[CH2:27][CH2:26][CH2:25]4)=[CH:20][CH:19]=3)[C:10]([C:12]3[CH:17]=[CH:16][CH:15]=[CH:14][CH:13]=3)=[CH:11][C:4]=2[NH:3]1.[H-].[Na+].Br[CH:39]([CH3:42])[C:40]#[N:41]. Product: [C:31]([O:30][C:29](=[O:35])[NH:28][C:24]1([C:21]2[CH:22]=[CH:23][C:18]([C:9]3[C:10]([C:12]4[CH:13]=[CH:14][CH:15]=[CH:16][CH:17]=4)=[CH:11][C:4]4[N:3]([CH:39]([C:40]#[N:41])[CH3:42])[C:2](=[O:1])[CH2:7][O:6][C:5]=4[N:8]=3)=[CH:19][CH:20]=2)[CH2:25][CH2:26][CH2:27]1)([CH3:32])([CH3:34])[CH3:33]. The catalyst class is: 3. (4) Reactant: [F:1][C:2]1[CH:10]=[C:9]2[C:5]([C:6]([CH2:18][OH:19])=[CH:7][N:8]2[C:11]([O:13][C:14]([CH3:17])([CH3:16])[CH3:15])=[O:12])=[CH:4][CH:3]=1.C(N(CC)CC)C.[C:27](Cl)(=[O:29])[CH3:28]. Product: [C:27]([O:19][CH2:18][C:6]1[C:5]2[C:9](=[CH:10][C:2]([F:1])=[CH:3][CH:4]=2)[N:8]([C:11]([O:13][C:14]([CH3:16])([CH3:15])[CH3:17])=[O:12])[CH:7]=1)(=[O:29])[CH3:28]. The catalyst class is: 4. (5) Reactant: Br[C:2]1[N:6]2[CH:7]=[CH:8][C:9]([CH:11]([O:14][CH3:15])[O:12][CH3:13])=[N:10][C:5]2=[N:4][CH:3]=1.P([O-])([O-])([O-])=O.[K+].[K+].[K+].[F:24][C:25]1[CH:30]=[CH:29][C:28](B2OC(C)(C)C(C)(C)O2)=[CH:27][C:26]=1[C:40]1[C:41]([C:46]#[N:47])=[CH:42][CH:43]=[CH:44][CH:45]=1. Product: [CH3:13][O:12][CH:11]([O:14][CH3:15])[C:9]1[CH:8]=[CH:7][N:6]2[C:2]([C:28]3[CH:29]=[CH:30][C:25]([F:24])=[C:26]([C:40]4[C:41]([C:46]#[N:47])=[CH:42][CH:43]=[CH:44][CH:45]=4)[CH:27]=3)=[CH:3][N:4]=[C:5]2[N:10]=1. The catalyst class is: 427. (6) Reactant: [CH2:1]([O:3][C:4]([C@H:6]1[CH2:8][C@@H:7]1[C:9]1[CH:14]=[CH:13][C:12]([O:15][C@H:16]2[C:24]3[C:19](=[C:20]([O:26][C:27]4[CH:32]=[CH:31][C:30]([OH:33])=[CH:29][CH:28]=4)[CH:21]=[CH:22][C:23]=3[F:25])[CH2:18][CH2:17]2)=[CH:11][CH:10]=1)=[O:5])[CH3:2].[OH:34][C:35]([CH3:50])([CH3:49])[CH2:36][CH2:37]OS(C1C=CC(C)=CC=1)(=O)=O.C(=O)([O-])[O-].[Cs+].[Cs+]. Product: [CH2:1]([O:3][C:4]([C@H:6]1[CH2:8][C@@H:7]1[C:9]1[CH:10]=[CH:11][C:12]([O:15][C@H:16]2[C:24]3[C:19](=[C:20]([O:26][C:27]4[CH:32]=[CH:31][C:30]([O:33][CH2:37][CH2:36][C:35]([OH:34])([CH3:50])[CH3:49])=[CH:29][CH:28]=4)[CH:21]=[CH:22][C:23]=3[F:25])[CH2:18][CH2:17]2)=[CH:13][CH:14]=1)=[O:5])[CH3:2]. The catalyst class is: 42.